Dataset: Experimentally validated miRNA-target interactions with 360,000+ pairs, plus equal number of negative samples. Task: Binary Classification. Given a miRNA mature sequence and a target amino acid sequence, predict their likelihood of interaction. (1) The miRNA is dme-miR-279-3p with sequence UGACUAGAUCCACACUCAUUAA. The protein sequence of the target gene is MNRSANPEAASSTSHVKFDLGKSVDISSTDTKDGGTARSPLEPADKSDTTESKSESGSDSRSEEDKESPASIKEIKAETPQPKDRPGVQIKLSWSQKIKSWTAKKKRKLYQLVIDIIMMNRVCKMFRQGLRGFREYQIIEPVHKKHPDFSFWDKKKQGRISFVTEDFAAQEGHFPPRAISITQKKPSWRTHQEIQDLCNILQALDCYRSYTESLQLLLAKVIRFERFGRRRVIVKKGQMGNSFYFIYLGTVAITEDEDGSSAFLDPHPTLLHRGGSFGEMGLLSTTVRSATVVCMEETEF.... Result: 0 (no interaction). (2) The miRNA is hsa-miR-8055 with sequence CUUUGAGCACAUGAGCAGACGGA. The protein sequence of the target gene is MATFSGPAGPILSLNPQEDVEFQKEVAQVRKRITQRKKQEQLTPGVVYVRHLPNLLDETQIFSYFSQFGTVTRFRLSRSKRTGNSKGYAFVEFESEDVAKIVAETMNNYLFGERLLECHFMPPEKVHKELFKDWNIPFKQPSYPSVKRYNRNRTLTQKLRMEERFKKKERLLRKKLAKKGIDYDFPSLILQKTESISKTNRQTSTKGQVLRKKKKKVSGTLDTPEKTVDSQGPTPVCTPTFLERRKSQVAELNDDDKDDEIVFKQPISCVKEEIQETQTPTHSRKKRRRSSNQ. Result: 1 (interaction). (3) The miRNA is hsa-miR-4722-5p with sequence GGCAGGAGGGCUGUGCCAGGUUG. The protein sequence of the target gene is MDQPEAPCSSTGPRLAVARELLLAALEELSQEQLKRFRHKLRDVGPDGRSIPWGRLERADAVDLAEQLAQFYGPEPALEVARKTLKRADARDVAAQLQERRLQRLGLGSGTLLSVSEYKKKYREHVLQLHARVKERNARSVKITKRFTKLLIAPESAAPEEAMGPAEEPEPGRARRSDTHTFNRLFRRDEEGRRPLTVVLQGPAGIGKTMAAKKILYDWAAGKLYQGQVDFAFFMPCGELLERPGTRSLADLILDQCPDRGAPVPQMLAQPQRLLFILDGADELPALGGPEAAPCTDPFE.... Result: 0 (no interaction).